Dataset: NCI-60 drug combinations with 297,098 pairs across 59 cell lines. Task: Regression. Given two drug SMILES strings and cell line genomic features, predict the synergy score measuring deviation from expected non-interaction effect. (1) Drug 1: C1CCN(CC1)CCOC2=CC=C(C=C2)C(=O)C3=C(SC4=C3C=CC(=C4)O)C5=CC=C(C=C5)O. Drug 2: C1CC(=O)NC(=O)C1N2CC3=C(C2=O)C=CC=C3N. Cell line: MALME-3M. Synergy scores: CSS=1.76, Synergy_ZIP=3.88, Synergy_Bliss=-3.81, Synergy_Loewe=-5.36, Synergy_HSA=-2.94. (2) Drug 1: CCC1(CC2CC(C3=C(CCN(C2)C1)C4=CC=CC=C4N3)(C5=C(C=C6C(=C5)C78CCN9C7C(C=CC9)(C(C(C8N6C)(C(=O)OC)O)OC(=O)C)CC)OC)C(=O)OC)O.OS(=O)(=O)O. Drug 2: CC(C)(C#N)C1=CC(=CC(=C1)CN2C=NC=N2)C(C)(C)C#N. Cell line: EKVX. Synergy scores: CSS=0.513, Synergy_ZIP=1.61, Synergy_Bliss=1.58, Synergy_Loewe=0.0452, Synergy_HSA=0.120. (3) Drug 1: COC1=CC(=CC(=C1O)OC)C2C3C(COC3=O)C(C4=CC5=C(C=C24)OCO5)OC6C(C(C7C(O6)COC(O7)C8=CC=CS8)O)O. Drug 2: C1=NNC2=C1C(=O)NC=N2. Cell line: OVCAR-8. Synergy scores: CSS=28.6, Synergy_ZIP=0.753, Synergy_Bliss=-0.593, Synergy_Loewe=-16.6, Synergy_HSA=-0.457.